This data is from Reaction yield outcomes from USPTO patents with 853,638 reactions. The task is: Predict the reaction yield, written as a fraction of the theoretical maximum amount of product (1.0 means a 100% yield; for example, 0.34 means a 34% yield). (1) The reactants are [OH:1][C:2]1[CH:10]=[CH:9][CH:8]=[C:4]([C:5]([OH:7])=[O:6])[C:3]=1[NH2:11].N1C=CC=CC=1.[N+:18]([C:21]1[CH:29]=[CH:28][C:24]([C:25](Cl)=[O:26])=[CH:23][CH:22]=1)([O-:20])=[O:19]. The catalyst is C1(C)C=CC=CC=1. The product is [OH:1][C:2]1[C:3]([NH:11][C:25](=[O:26])[C:24]2[CH:23]=[CH:22][C:21]([N+:18]([O-:20])=[O:19])=[CH:29][CH:28]=2)=[C:4]([CH:8]=[CH:9][CH:10]=1)[C:5]([OH:7])=[O:6]. The yield is 1.00. (2) The catalyst is C(Cl)Cl. The yield is 0.260. The reactants are [OH:1][C:2]1[CH:3]=[C:4]([CH:10]=[CH:11][CH:12]=1)[CH:5]=[CH:6][C:7]([OH:9])=[O:8].[N+:13]([O-])([O-:15])=[O:14].[Na+].S(=O)(=O)(O)O.N([O-])=O.[Na+]. The product is [N+:13]([C:12]1[CH:11]=[CH:10][C:4]([CH:5]=[CH:6][C:7]([OH:9])=[O:8])=[CH:3][C:2]=1[OH:1])([O-:15])=[O:14].